From a dataset of NCI-60 drug combinations with 297,098 pairs across 59 cell lines. Regression. Given two drug SMILES strings and cell line genomic features, predict the synergy score measuring deviation from expected non-interaction effect. (1) Drug 1: COC1=CC(=CC(=C1O)OC)C2C3C(COC3=O)C(C4=CC5=C(C=C24)OCO5)OC6C(C(C7C(O6)COC(O7)C8=CC=CS8)O)O. Drug 2: CCN(CC)CCNC(=O)C1=C(NC(=C1C)C=C2C3=C(C=CC(=C3)F)NC2=O)C. Cell line: SF-295. Synergy scores: CSS=54.4, Synergy_ZIP=2.85, Synergy_Bliss=4.22, Synergy_Loewe=-10.3, Synergy_HSA=4.48. (2) Drug 1: CN(CC1=CN=C2C(=N1)C(=NC(=N2)N)N)C3=CC=C(C=C3)C(=O)NC(CCC(=O)O)C(=O)O. Drug 2: CN(C(=O)NC(C=O)C(C(C(CO)O)O)O)N=O. Cell line: NCI-H460. Synergy scores: CSS=55.0, Synergy_ZIP=1.42, Synergy_Bliss=3.40, Synergy_Loewe=-38.3, Synergy_HSA=0.625. (3) Drug 1: CC1C(C(CC(O1)OC2CC(OC(C2O)C)OC3=CC4=CC5=C(C(=O)C(C(C5)C(C(=O)C(C(C)O)O)OC)OC6CC(C(C(O6)C)O)OC7CC(C(C(O7)C)O)OC8CC(C(C(O8)C)O)(C)O)C(=C4C(=C3C)O)O)O)O. Drug 2: CCCCC(=O)OCC(=O)C1(CC(C2=C(C1)C(=C3C(=C2O)C(=O)C4=C(C3=O)C=CC=C4OC)O)OC5CC(C(C(O5)C)O)NC(=O)C(F)(F)F)O. Cell line: HOP-92. Synergy scores: CSS=35.3, Synergy_ZIP=-4.01, Synergy_Bliss=-4.67, Synergy_Loewe=-2.95, Synergy_HSA=-0.377. (4) Drug 1: CC1=CC2C(CCC3(C2CCC3(C(=O)C)OC(=O)C)C)C4(C1=CC(=O)CC4)C. Drug 2: COC1=NC(=NC2=C1N=CN2C3C(C(C(O3)CO)O)O)N. Cell line: SK-MEL-2. Synergy scores: CSS=-1.26, Synergy_ZIP=5.92, Synergy_Bliss=6.27, Synergy_Loewe=0.773, Synergy_HSA=0.598. (5) Drug 1: C1=CC(=CC=C1CCCC(=O)O)N(CCCl)CCCl. Drug 2: C1C(C(OC1N2C=NC3=C2NC=NCC3O)CO)O. Cell line: CCRF-CEM. Synergy scores: CSS=44.6, Synergy_ZIP=-3.57, Synergy_Bliss=-8.13, Synergy_Loewe=-17.8, Synergy_HSA=-6.69. (6) Cell line: NCI-H322M. Synergy scores: CSS=-1.48, Synergy_ZIP=1.66, Synergy_Bliss=1.43, Synergy_Loewe=-1.55, Synergy_HSA=-1.75. Drug 2: COC1=C2C(=CC3=C1OC=C3)C=CC(=O)O2. Drug 1: C(=O)(N)NO.